Dataset: Forward reaction prediction with 1.9M reactions from USPTO patents (1976-2016). Task: Predict the product of the given reaction. (1) Given the reactants C([O-])=O.[NH4+].C1(C[N:12]2[CH2:16][CH2:15][CH:14]([C:17]([O:19][CH3:20])=[O:18])[CH2:13]2)C=CC=CC=1, predict the reaction product. The product is: [NH:12]1[CH2:16][CH2:15][CH:14]([C:17]([O:19][CH3:20])=[O:18])[CH2:13]1. (2) Given the reactants [C:1]([O:5][C:6]([N:8]1[CH2:14][CH2:13][C:12]2[CH:15]=[CH:16][CH:17]=[CH:18][C:11]=2[C:10]([NH:22][S:23]([C:26]2[S:27][C:28](Br)=[CH:29][CH:30]=2)(=[O:25])=[O:24])([N:19]([CH3:21])[CH3:20])[CH2:9]1)=[O:7])([CH3:4])([CH3:3])[CH3:2].[Cl:32][C:33]1[CH:38]=[CH:37][C:36](B(O)O)=[CH:35][CH:34]=1.C([O-])([O-])=O.[K+].[K+].C(O)C, predict the reaction product. The product is: [C:1]([O:5][C:6]([N:8]1[CH2:14][CH2:13][C:12]2[CH:15]=[CH:16][CH:17]=[CH:18][C:11]=2[C:10]([NH:22][S:23]([C:26]2[S:27][C:28]([C:36]3[CH:37]=[CH:38][C:33]([Cl:32])=[CH:34][CH:35]=3)=[CH:29][CH:30]=2)(=[O:25])=[O:24])([N:19]([CH3:21])[CH3:20])[CH2:9]1)=[O:7])([CH3:4])([CH3:3])[CH3:2].